Dataset: Full USPTO retrosynthesis dataset with 1.9M reactions from patents (1976-2016). Task: Predict the reactants needed to synthesize the given product. (1) Given the product [C:1]1([CH2:7][CH2:8][CH2:9][CH2:10][OH:11])[CH:6]=[CH:5][CH:4]=[CH:3][CH:2]=1, predict the reactants needed to synthesize it. The reactants are: [C:1]1([CH2:7][CH2:8][CH2:9][C:10](O)=[O:11])[CH:6]=[CH:5][CH:4]=[CH:3][CH:2]=1.[H-].[Al+3].[Li+].[H-].[H-].[H-].C(OCC)(=O)C. (2) Given the product [CH3:1][C:2]1[CH:11]=[CH:10][C:5]([C:6]([OH:8])=[O:7])=[CH:4][C:3]=1[C:12]1[NH:16][C:15]([CH:17]2[CH2:18][CH2:19][O:20][CH2:21][CH2:22]2)=[N:14][C:13]=1[C:23]([F:25])([F:24])[F:26], predict the reactants needed to synthesize it. The reactants are: [CH3:1][C:2]1[CH:11]=[CH:10][C:5]([C:6]([O:8]C)=[O:7])=[CH:4][C:3]=1[C:12]1[NH:16][C:15]([CH:17]2[CH2:22][CH2:21][O:20][CH2:19][CH2:18]2)=[N:14][C:13]=1[C:23]([F:26])([F:25])[F:24]. (3) Given the product [CH2:27]([N:10]1[C:11]([C:12]2[CH:13]=[CH:14][CH:15]=[CH:16][CH:17]=2)=[C:7]([CH:1]2[CH2:2][CH2:3][CH2:4][CH2:5][CH2:6]2)[C:8]2[S:20][C:19]([C:21]([OH:23])=[O:22])=[CH:18][C:9]1=2)[C:28]1[CH:33]=[CH:32][CH:31]=[CH:30][CH:29]=1, predict the reactants needed to synthesize it. The reactants are: [CH:1]1([C:7]2[C:8]3[S:20][C:19]([C:21]([O:23]C)=[O:22])=[CH:18][C:9]=3[NH:10][C:11]=2[C:12]2[CH:17]=[CH:16][CH:15]=[CH:14][CH:13]=2)[CH2:6][CH2:5][CH2:4][CH2:3][CH2:2]1.[H-].[Na+].[CH2:27](Br)[C:28]1[CH:33]=[CH:32][CH:31]=[CH:30][CH:29]=1. (4) Given the product [C:14]([O:13][C:12]([NH:11][C:9]1[CH:8]=[CH:7][C:5]2[N:6]=[C:2]([C:26]3[CH:27]=[CH:28][C:29]([CH2:32][NH:33][C:34](=[O:40])[O:35][C:36]([CH3:38])([CH3:37])[CH3:39])=[N:30][CH:31]=3)[S:3][C:4]=2[CH:10]=1)=[O:18])([CH3:17])([CH3:16])[CH3:15], predict the reactants needed to synthesize it. The reactants are: Br[C:2]1[S:3][C:4]2[CH:10]=[C:9]([NH:11][C:12](=[O:18])[O:13][C:14]([CH3:17])([CH3:16])[CH3:15])[CH:8]=[CH:7][C:5]=2[N:6]=1.CC1(C)COB([C:26]2[CH:27]=[CH:28][C:29]([CH2:32][NH:33][C:34](=[O:40])[O:35][C:36]([CH3:39])([CH3:38])[CH3:37])=[N:30][CH:31]=2)OC1.C(C1C=CC2N=C(C3C=CC(CNC(=O)OC(C)(C)C)=NC=3)SC=2C=1)(=O)N.